From a dataset of Retrosynthesis with 50K atom-mapped reactions and 10 reaction types from USPTO. Predict the reactants needed to synthesize the given product. (1) Given the product O=C(COCc1ccc(CO)cc1)NCCCCCC(=O)Nc1cccc(-c2ccccc2)c1, predict the reactants needed to synthesize it. The reactants are: COC(=O)c1ccc(COCC(=O)NCCCCCC(=O)Nc2cccc(-c3ccccc3)c2)cc1. (2) Given the product COC(=O)N(Cc1cc(C(F)(F)F)cc(C(F)(F)F)c1)Cc1cc(N)ccc1-c1cc(C(C)C)ccc1OC, predict the reactants needed to synthesize it. The reactants are: COC(=O)N(Cc1cc(C(F)(F)F)cc(C(F)(F)F)c1)Cc1cc([N+](=O)[O-])ccc1-c1cc(C(C)C)ccc1OC. (3) The reactants are: C1CCNCC1.CC1(CO)Cc2nnc(C3(c4ccc(-c5ccc(C(=O)O)cn5)cc4)CC3)n2CCS1. Given the product CC1(CO)Cc2nnc(C3(c4ccc(-c5ccc(C(=O)N6CCCCC6)cn5)cc4)CC3)n2CCS1, predict the reactants needed to synthesize it. (4) Given the product CC(C)(C)OC(=O)N1CC[C@H]1C(=O)O, predict the reactants needed to synthesize it. The reactants are: CC(C)(C)OC(=O)OC(=O)OC(C)(C)C.O=C(O)[C@@H]1CCN1. (5) Given the product O=C1CCC(=O)N1CC(F)F, predict the reactants needed to synthesize it. The reactants are: FC(F)CCl.O=C1CCC(=O)N1. (6) Given the product CCOCC(O)CNC(=O)OC(C)(C)C, predict the reactants needed to synthesize it. The reactants are: CC(C)(C)OC(=O)OC(=O)OC(C)(C)C.CCOCC(O)CN. (7) The reactants are: COC(=O)c1cc(Nc2ccc(C(F)(F)F)cn2)nn1-c1ncccc1Cl. Given the product O=C(O)c1cc(Nc2ccc(C(F)(F)F)cn2)nn1-c1ncccc1Cl, predict the reactants needed to synthesize it.